From a dataset of Forward reaction prediction with 1.9M reactions from USPTO patents (1976-2016). Predict the product of the given reaction. (1) Given the reactants [CH3:1][C:2]1[C:7]([CH3:8])=[C:6]([O:9]C(C)=O)[C:5]([CH3:13])=[C:4]2[CH2:14][CH2:15][C@:16]([CH2:19][CH2:20][CH2:21][C@@H:22]([CH2:24][CH2:25][CH2:26][C@@H:27]([CH2:29][CH2:30][CH2:31][CH:32]([CH3:34])[CH3:33])[CH3:28])[CH3:23])([CH3:18])[O:17][C:3]=12.Cl, predict the reaction product. The product is: [CH3:8][C:7]1[C:6]([OH:9])=[C:5]([CH3:13])[C:4]2[CH2:14][CH2:15][C@:16]([CH2:19][CH2:20][CH2:21][C@@H:22]([CH2:24][CH2:25][CH2:26][C@@H:27]([CH2:29][CH2:30][CH2:31][CH:32]([CH3:34])[CH3:33])[CH3:28])[CH3:23])([CH3:18])[O:17][C:3]=2[C:2]=1[CH3:1]. (2) Given the reactants [Br:1][C:2]1[C:12]2[C:13]3[C:5]([CH:6]=[CH:7][C:8]=3[CH:9]=[CH:10][CH:11]=2)=[CH:4][CH:3]=1.[C:14]1([C:20]2O[C:22]([C:29]3[CH:34]=[CH:33][CH:32]=[CH:31][CH:30]=3)=[C:23]3[C:28]=2[CH:27]=[CH:26][CH:25]=[CH:24]3)[CH:19]=[CH:18][CH:17]=[CH:16][CH:15]=1, predict the reaction product. The product is: [Br:1][C:2]1[C:12]2[C:13]3[C:5]([C:6]4[C:20]([C:14]5[CH:19]=[CH:18][CH:17]=[CH:16][CH:15]=5)=[C:28]5[CH:27]=[CH:26][CH:25]=[CH:24][C:23]5=[C:22]([C:29]5[CH:34]=[CH:33][CH:32]=[CH:31][CH:30]=5)[C:7]=4[C:8]=3[CH:9]=[CH:10][CH:11]=2)=[CH:4][CH:3]=1. (3) Given the reactants Cl.CN(C)CCCN=C=NCC.[CH:13]1[CH:14]=[CH:15][C:16]2N(O)N=N[C:17]=2[CH:18]=1.C(N(CC)CC)C.[NH2:30][CH:31]1[CH2:36][CH2:35][CH2:34][N:33]([C:37]([O:39][C:40]([CH3:43])([CH3:42])[CH3:41])=[O:38])[CH2:32]1.CN([CH:47]=[O:48])C, predict the reaction product. The product is: [C:47]([NH:30][CH:31]1[CH2:36][CH2:35][CH2:34][N:33]([C:37]([O:39][C:40]([CH3:43])([CH3:42])[CH3:41])=[O:38])[CH2:32]1)(=[O:48])[C:17]1[CH:16]=[CH:15][CH:14]=[CH:13][CH:18]=1. (4) Given the reactants Br[CH2:2][C:3]([CH3:18])([CH3:17])[CH2:4][O:5][C:6]([CH:8]1[CH2:13][CH2:12][CH:11]([CH2:14][CH2:15][CH3:16])[CH2:10][CH2:9]1)=[O:7].[C:19]([OH:24])(=[O:23])[C:20]([CH3:22])=[CH2:21].C(=O)([O-])[O-].[K+].[K+], predict the reaction product. The product is: [CH3:17][C:3]([CH3:18])([CH2:2][O:24][C:19](=[O:23])[C:20]([CH3:22])=[CH2:21])[CH2:4][O:5][C:6]([CH:8]1[CH2:13][CH2:12][CH:11]([CH2:14][CH2:15][CH3:16])[CH2:10][CH2:9]1)=[O:7]. (5) Given the reactants [CH3:1][O:2][C:3](=[O:12])[CH2:4][C:5]1[CH:10]=[CH:9][CH:8]=[CH:7][C:6]=1I.C[Si]([C:17]#[CH:18])(C)C, predict the reaction product. The product is: [CH3:1][O:2][C:3](=[O:12])[CH2:4][C:5]1[CH:10]=[CH:9][CH:8]=[CH:7][C:6]=1[C:17]#[CH:18]. (6) Given the reactants [CH3:1][O:2][C:3]1[CH:8]=[CH:7][C:6]([N:9]2[CH2:18][C:17]3[C:12](=[N:13][C:14]([NH:19][C:20]4[CH:25]=[CH:24][CH:23]=[CH:22][CH:21]=4)=[N:15][CH:16]=3)[N:11]([CH:26]3[CH2:31][CH2:30][CH2:29][NH:28][CH2:27]3)[C:10]2=[O:32])=[CH:5][CH:4]=1.[CH3:33][O:34]C=O, predict the reaction product. The product is: [CH3:1][O:2][C:3]1[CH:4]=[CH:5][C:6]([N:9]2[CH2:18][C:17]3[C:12](=[N:13][C:14]([NH:19][C:20]4[CH:25]=[CH:24][CH:23]=[CH:22][CH:21]=4)=[N:15][CH:16]=3)[N:11]([CH:26]3[CH2:31][CH2:30][CH2:29][N:28]([CH:33]=[O:34])[CH2:27]3)[C:10]2=[O:32])=[CH:7][CH:8]=1. (7) Given the reactants [Br:1][C:2]1[CH:3]=[CH:4][C:5]2[O:14][C:13]3[C:12](=[O:15])[NH:11][C:10]([CH2:16][N:17]4[CH2:21][CH2:20][CH:19]([C:22]([OH:24])=O)[CH2:18]4)=[N:9][C:8]=3[C:6]=2[CH:7]=1.C(N(C(C)C)CC)(C)C.[Cl:34][C:35]1[CH:42]=[CH:41][CH:40]=[CH:39][C:36]=1[CH2:37][NH2:38].CN(C(ON1N=NC2C=CC=NC1=2)=[N+](C)C)C.F[P-](F)(F)(F)(F)F, predict the reaction product. The product is: [Br:1][C:2]1[CH:3]=[CH:4][C:5]2[O:14][C:13]3[C:12](=[O:15])[NH:11][C:10]([CH2:16][N:17]4[CH2:21][CH2:20][CH:19]([C:22]([NH:38][CH2:37][C:36]5[CH:39]=[CH:40][CH:41]=[CH:42][C:35]=5[Cl:34])=[O:24])[CH2:18]4)=[N:9][C:8]=3[C:6]=2[CH:7]=1. (8) Given the reactants [Si:1]([O:18][CH:19]1[CH2:22][N:21]([C:23]2[O:24][CH:25]=[C:26]([C:28](OC)=[O:29])[N:27]=2)[CH2:20]1)([C:14]([CH3:17])([CH3:16])[CH3:15])([C:8]1[CH:13]=[CH:12][CH:11]=[CH:10][CH:9]=1)[C:2]1[CH:7]=[CH:6][CH:5]=[CH:4][CH:3]=1.[CH3:32][O:33][CH:34]1[CH2:37][NH:36][CH2:35]1.C[Al](C)C.C(O)(=O)C, predict the reaction product. The product is: [Si:1]([O:18][CH:19]1[CH2:20][N:21]([C:23]2[O:24][CH:25]=[C:26]([C:28]([N:36]3[CH2:37][CH:34]([O:33][CH3:32])[CH2:35]3)=[O:29])[N:27]=2)[CH2:22]1)([C:14]([CH3:15])([CH3:16])[CH3:17])([C:2]1[CH:7]=[CH:6][CH:5]=[CH:4][CH:3]=1)[C:8]1[CH:9]=[CH:10][CH:11]=[CH:12][CH:13]=1. (9) Given the reactants [F:1][C:2]([F:17])([F:16])[C:3]1[CH:4]=[C:5](B(O)O)[CH:6]=[C:7]([C:9]([F:12])([F:11])[F:10])[CH:8]=1.Cl[C:19]1[N:24]=[C:23]([NH2:25])[N:22]=[C:21]([NH:26][CH3:27])[CH:20]=1, predict the reaction product. The product is: [F:1][C:2]([F:17])([F:16])[C:3]1[CH:4]=[C:5]([C:19]2[N:24]=[C:23]([NH2:25])[N:22]=[C:21]([NH:26][CH3:27])[CH:20]=2)[CH:6]=[C:7]([C:9]([F:12])([F:11])[F:10])[CH:8]=1. (10) Given the reactants [Cl:1][C:2]1[CH:7]=[CH:6][N:5]=[C:4]2[CH:8]=[C:9]([Sn](C)(C)C)[S:10][C:3]=12.Br[C:16]1[CH:21]=[CH:20][CH:19]=[C:18]([O:22][CH3:23])[N:17]=1, predict the reaction product. The product is: [Cl:1][C:2]1[CH:7]=[CH:6][N:5]=[C:4]2[CH:8]=[C:9]([C:16]3[CH:21]=[CH:20][CH:19]=[C:18]([O:22][CH3:23])[N:17]=3)[S:10][C:3]=12.